Dataset: Catalyst prediction with 721,799 reactions and 888 catalyst types from USPTO. Task: Predict which catalyst facilitates the given reaction. (1) Reactant: [CH3:1][C:2]1[C:11]([N:12]([CH3:19])[CH:13]2[CH2:18][CH2:17][O:16][CH2:15][CH2:14]2)=[CH:10][C:9]([CH:20]2[CH2:23][N:22]([CH3:24])[CH2:21]2)=[CH:8][C:3]=1[C:4](OC)=[O:5].[OH-].[Na+].Cl.CCN(C(C)C)C(C)C.CN(C(ON1N=NC2C=CC=NC1=2)=[N+](C)C)C.F[P-](F)(F)(F)(F)F.[NH2:61][CH2:62][C:63]1[C:64](=[O:71])[NH:65][C:66]([CH3:70])=[CH:67][C:68]=1[CH3:69]. Product: [CH3:69][C:68]1[CH:67]=[C:66]([CH3:70])[NH:65][C:64](=[O:71])[C:63]=1[CH2:62][NH:61][C:4](=[O:5])[C:3]1[CH:8]=[C:9]([CH:20]2[CH2:21][N:22]([CH3:24])[CH2:23]2)[CH:10]=[C:11]([N:12]([CH3:19])[CH:13]2[CH2:14][CH2:15][O:16][CH2:17][CH2:18]2)[C:2]=1[CH3:1]. The catalyst class is: 36. (2) Reactant: [Cl:1][C:2]1[CH:7]=[CH:6][C:5]([Cl:8])=[CH:4][C:3]=1[C:9](=O)[C:10]([N:15]1C(=O)C2C(=CC=CC=2)C1=O)=[CH:11][N:12](C)[CH3:13].C[NH:28]N. Product: [Cl:1][C:2]1[CH:7]=[CH:6][C:5]([Cl:8])=[CH:4][C:3]=1[C:9]1[C:10]([NH2:15])=[CH:11][N:12]([CH3:13])[N:28]=1. The catalyst class is: 8. (3) Reactant: [NH:1]1[CH2:6][CH2:5][CH:4]([C:7]2[CH:12]=[CH:11][CH:10]=[C:9]([O:13][C:14]([F:17])([F:16])[F:15])[C:8]=2[OH:18])[CH2:3][CH2:2]1.C(=O)([O-])[O-].[K+].[K+].I[CH2:26][CH2:27][OH:28].CS(OC1C=CC=C(C2CCNCC2)C=1F)(=O)=O. Product: [OH:28][CH2:27][CH2:26][N:1]1[CH2:6][CH2:5][CH:4]([C:7]2[CH:12]=[CH:11][CH:10]=[C:9]([O:13][C:14]([F:16])([F:17])[F:15])[C:8]=2[OH:18])[CH2:3][CH2:2]1. The catalyst class is: 10. (4) Reactant: [OH:1][C:2]1[CH:7]=[CH:6][CH:5]=[CH:4][C:3]=1[C:8]1[N:13]=[C:12]([N:14]2[C:18]([C:19]([F:22])([F:21])[F:20])=[C:17]([C:23]([O:25]CC)=[O:24])[CH:16]=[N:15]2)[CH:11]=[CH:10][CH:9]=1.[C:41]1(P([C:41]2[CH:46]=[CH:45][CH:44]=[CH:43][CH:42]=2)[C:41]2[CH:46]=[CH:45][CH:44]=[CH:43][CH:42]=2)[CH:46]=[CH:45][CH:44]=[CH:43][CH:42]=1.N(C([O:57][CH:58]([CH3:60])[CH3:59])=O)=NC([O:57][CH:58]([CH3:60])[CH3:59])=O. Product: [F:21][C:19]([F:20])([F:22])[C:18]1[N:14]([C:12]2[CH:11]=[CH:10][CH:9]=[C:8]([C:3]3[CH:4]=[CH:5][CH:6]=[CH:7][C:2]=3[O:1][CH2:8][C:3]3[CH:4]=[CH:59][C:58]([O:57][C:41]4[CH:42]=[CH:43][C:44]([C:19]([F:22])([F:21])[F:20])=[CH:45][CH:46]=4)=[CH:60][CH:2]=3)[N:13]=2)[N:15]=[CH:16][C:17]=1[C:23]([OH:25])=[O:24]. The catalyst class is: 2. (5) Reactant: [CH:1]1[C:6]2=[C:7]3[C:12](=[CH:13][N:5]2[CH:4]=[CH:3][CH:2]=1)[CH2:11][CH2:10][C:9](=[O:14])[CH2:8]3.Br[CH2:16][C:17]([O:19][CH2:20][CH3:21])=[O:18].C(=O)(O)[O-].[Na+]. Product: [CH2:20]([O:19][C:17](=[O:18])[CH2:16][C:13]1[N:5]2[CH:4]=[CH:3][CH:2]=[CH:1][C:6]2=[C:7]2[C:12]=1[CH2:11][CH2:10][C:9](=[O:14])[CH2:8]2)[CH3:21]. The catalyst class is: 210. (6) Reactant: [OH-].[Na+].C[O:4][C:5](=[O:43])[CH2:6][C@H:7]1[CH2:12][CH2:11][C@H:10]([C:13]2[CH:18]=[CH:17][C:16]([NH:19][C:20](=[O:42])[CH2:21][CH2:22][NH:23][C:24]([C:26]3[C:27]([C:38]([F:41])([F:40])[F:39])=[N:28][N:29]([C:31]4[CH:36]=[CH:35][CH:34]=[CH:33][C:32]=4[CH3:37])[CH:30]=3)=O)=[CH:15][CH:14]=2)[CH2:9][CH2:8]1. Product: [C:32]1([CH3:37])[CH:33]=[CH:34][CH:35]=[CH:36][C:31]=1[N:29]1[CH:30]=[C:26]([CH2:24][NH:23][CH2:22][CH2:21][C:20]([NH:19][C:16]2[CH:17]=[CH:18][C:13]([C@H:10]3[CH2:9][CH2:8][C@H:7]([CH2:6][C:5]([OH:43])=[O:4])[CH2:12][CH2:11]3)=[CH:14][CH:15]=2)=[O:42])[C:27]([C:38]([F:41])([F:39])[F:40])=[N:28]1. The catalyst class is: 87. (7) Reactant: [CH3:1][N:2]([CH3:33])[C:3]1[N:12]=[C:11]([NH:13][CH2:14][C:15]2[CH:20]=[CH:19][C:18]([NH:21][C:22](=[O:30])[C:23]3[CH:28]=[CH:27][C:26]([F:29])=[CH:25][CH:24]=3)=[CH:17][CH:16]=2)[C:10]2[C:5](=[CH:6][C:7]([CH:31]=[O:32])=[CH:8][CH:9]=2)[N:4]=1.[BH4-].[Na+]. Product: [CH3:1][N:2]([CH3:33])[C:3]1[N:12]=[C:11]([NH:13][CH2:14][C:15]2[CH:16]=[CH:17][C:18]([NH:21][C:22](=[O:30])[C:23]3[CH:28]=[CH:27][C:26]([F:29])=[CH:25][CH:24]=3)=[CH:19][CH:20]=2)[C:10]2[C:5](=[CH:6][C:7]([CH2:31][OH:32])=[CH:8][CH:9]=2)[N:4]=1. The catalyst class is: 5. (8) Reactant: [Br:1][C:2]1[CH:3]=[CH:4][C:5]([NH:8][C:9]([C:11]2[C:16]([NH:17][C:18]([C:20]3[CH:25]=[CH:24][C:23]([C:26]#[N:27])=[CH:22][CH:21]=3)=[O:19])=[C:15]([O:28][CH3:29])[C:14]([O:30][CH3:31])=[C:13]([O:32][CH3:33])[CH:12]=2)=[O:10])=[N:6][CH:7]=1.Cl.[CH3:35][NH:36][CH2:37][CH2:38]N. Product: [Br:1][C:2]1[CH:3]=[CH:4][C:5]([NH:8][C:9]([C:11]2[C:16]([NH:17][C:18]([C:20]3[CH:25]=[CH:24][C:23]([C:26]4[N:36]([CH3:35])[CH2:37][CH2:38][N:27]=4)=[CH:22][CH:21]=3)=[O:19])=[C:15]([O:28][CH3:29])[C:14]([O:30][CH3:31])=[C:13]([O:32][CH3:33])[CH:12]=2)=[O:10])=[N:6][CH:7]=1. The catalyst class is: 125.